From a dataset of Peptide-MHC class I binding affinity with 185,985 pairs from IEDB/IMGT. Regression. Given a peptide amino acid sequence and an MHC pseudo amino acid sequence, predict their binding affinity value. This is MHC class I binding data. (1) The peptide sequence is DAAAPLPPV. The MHC is HLA-A02:01 with pseudo-sequence HLA-A02:01. The binding affinity (normalized) is 0.0847. (2) The peptide sequence is DSSLVDEF. The MHC is H-2-Kb with pseudo-sequence H-2-Kb. The binding affinity (normalized) is 0. (3) The peptide sequence is RTEHTGREI. The MHC is HLA-A01:01 with pseudo-sequence HLA-A01:01. The binding affinity (normalized) is 0. (4) The peptide sequence is SQIQLSLLK. The MHC is HLA-A03:01 with pseudo-sequence HLA-A03:01. The binding affinity (normalized) is 0.372. (5) The binding affinity (normalized) is 0.620. The peptide sequence is RLLLMRAGK. The MHC is HLA-A03:01 with pseudo-sequence HLA-A03:01. (6) The peptide sequence is GPGHKARVL. The MHC is HLA-A30:02 with pseudo-sequence HLA-A30:02. The binding affinity (normalized) is 0. (7) The peptide sequence is RPVILSLPR. The MHC is HLA-B07:02 with pseudo-sequence HLA-B07:02. The binding affinity (normalized) is 0.111. (8) The peptide sequence is ELFYILIAK. The MHC is HLA-A01:01 with pseudo-sequence HLA-A01:01. The binding affinity (normalized) is 0.0847. (9) The peptide sequence is VSIRGSHHK. The MHC is HLA-A02:06 with pseudo-sequence HLA-A02:06. The binding affinity (normalized) is 0.210.